The task is: Predict the reaction yield, written as a fraction of the theoretical maximum amount of product (1.0 means a 100% yield; for example, 0.34 means a 34% yield).. This data is from Reaction yield outcomes from USPTO patents with 853,638 reactions. (1) The reactants are [C:1]1([C:13]#[N:14])[C:11]2=[C:12]3[C:7](=[CH:8][CH:9]=[CH:10]2)[CH:6]=[CH:5][CH:4]=[C:3]3[CH:2]=1. The catalyst is C(O)C.[Pd]. The product is [CH:1]1([C:13]#[N:14])[C:11]2=[C:12]3[C:7](=[CH:8][CH:9]=[CH:10]2)[CH:6]=[CH:5][CH:4]=[C:3]3[CH2:2]1. The yield is 0.900. (2) The reactants are [CH3:1][C@H:2]1[CH2:7][C@@H:6]([C:8]([O:10]C)=[O:9])[CH2:5][CH2:4][N:3]1[C:12]([O:14][C:15]([CH3:18])([CH3:17])[CH3:16])=[O:13].[OH-].[Li+]. The catalyst is O1CCCC1.O. The product is [C:15]([O:14][C:12]([N:3]1[CH2:4][CH2:5][C@H:6]([C:8]([OH:10])=[O:9])[CH2:7][C@@H:2]1[CH3:1])=[O:13])([CH3:18])([CH3:16])[CH3:17]. The yield is 0.660. (3) The reactants are [H-].[Na+].[Br:3][C:4]1[S:5][C:6]2[CH2:7][C:8]3[C:14]([C:15]4[CH:20]=[CH:19][C:18]([O:21][CH3:22])=[CH:17][CH:16]=4)=[N:13][NH:12][C:9]=3[C:10]=2[CH:11]=1.[CH3:23][Si:24]([CH2:27][CH2:28][O:29][CH2:30]Cl)([CH3:26])[CH3:25]. The catalyst is C1COCC1. The product is [Br:3][C:4]1[S:5][C:6]2[CH2:7][C:8]3[C:14]([C:15]4[CH:20]=[CH:19][C:18]([O:21][CH3:22])=[CH:17][CH:16]=4)=[N:13][N:12]([CH2:30][O:29][CH2:28][CH2:27][Si:24]([CH3:26])([CH3:25])[CH3:23])[C:9]=3[C:10]=2[CH:11]=1. The yield is 0.750.